Predict the reactants needed to synthesize the given product. From a dataset of Full USPTO retrosynthesis dataset with 1.9M reactions from patents (1976-2016). (1) The reactants are: CC1C=CC(C(O[C@H]([C@@H](OC(=O)C2C=CC(C)=CC=2)C(O)=O)C(O)=O)=O)=CC=1.[C:29]1([C@H:35]2[C@@H:40]([NH2:41])[CH2:39][CH2:38][CH2:37][NH:36]2)[CH:34]=[CH:33][CH:32]=[CH:31][CH:30]=1.[CH3:42][O:43][C:44]1[CH:51]=[CH:50][C:49]([C:52]2[CH:57]=[CH:56][C:55]([F:58])=[CH:54][CH:53]=2)=[CH:48][C:45]=1[CH:46]=O.C(O[BH-](OC(=O)C)OC(=O)C)(=O)C.[Na+].C(=O)([O-])O.[Na+].[ClH:78]. Given the product [ClH:78].[ClH:78].[CH3:42][O:43][C:44]1[CH:51]=[CH:50][C:49]([C:52]2[CH:57]=[CH:56][C:55]([F:58])=[CH:54][CH:53]=2)=[CH:48][C:45]=1[CH2:46][NH:41][C@H:40]1[CH2:39][CH2:38][CH2:37][NH:36][C@H:35]1[C:29]1[CH:30]=[CH:31][CH:32]=[CH:33][CH:34]=1, predict the reactants needed to synthesize it. (2) Given the product [CH3:26]/[C:27](/[CH2:31][CH2:32][CH:33]=[C:34]([CH3:36])[CH3:35])=[CH:28]\[CH:29]=[O:30], predict the reactants needed to synthesize it. The reactants are: IC1C=CC=CC=1S([O-])(=O)=O.[Na+].OOS([O-])=O.[K+].S([O-])([O-])(=O)=O.[Na+].[Na+].[CH3:26]/[C:27](/[CH2:31][CH2:32][CH:33]=[C:34]([CH3:36])[CH3:35])=[CH:28]\[CH2:29][OH:30]. (3) Given the product [C:1]([O:37][CH2:36][C:29]1[CH:30]=[C:31]([F:35])[C:32]([F:34])=[CH:33][C:28]=1[C:12]1[CH:13]=[C:14]2[C:9](=[CH:10][CH:11]=1)[N:8]=[C:7]([NH2:6])[N:16]=[C:15]2[C:17]([N:19]1[CH2:20][C:21]2[C:26](=[CH:25][CH:24]=[CH:23][CH:22]=2)[CH2:27]1)=[O:18])(=[O:4])[CH2:2][CH3:3], predict the reactants needed to synthesize it. The reactants are: [C:1](Cl)(=[O:4])[CH2:2][CH3:3].[NH2:6][C:7]1[N:16]=[C:15]([C:17]([N:19]2[CH2:27][C:26]3[C:21](=[CH:22][CH:23]=[CH:24][CH:25]=3)[CH2:20]2)=[O:18])[C:14]2[C:9](=[CH:10][CH:11]=[C:12]([C:28]3[CH:33]=[C:32]([F:34])[C:31]([F:35])=[CH:30][C:29]=3[CH2:36][OH:37])[CH:13]=2)[N:8]=1.C(OCC)(=O)C.O. (4) Given the product [Cl:12][C:13]1[C:14]([CH:20]([S:8]([C:32]2[CH:33]=[CH:34][C:29]([Cl:28])=[CH:30][CH:31]=2)(=[O:9])=[O:37])[C:22]2[CH:27]=[CH:26][N:25]=[CH:24][CH:23]=2)=[N:15][C:16]([Cl:19])=[CH:17][CH:18]=1, predict the reactants needed to synthesize it. The reactants are: C(N(CC)CC)C.[S:8](Cl)(Cl)=[O:9].[Cl:12][C:13]1[C:14]([CH:20]([C:22]2[CH:27]=[CH:26][N:25]=[CH:24][CH:23]=2)O)=[N:15][C:16]([Cl:19])=[CH:17][CH:18]=1.[Cl:28][C:29]1[CH:34]=[CH:33][C:32](S)=[CH:31][CH:30]=1.C(=O)([O-])[O-:37].[K+].[K+].OO. (5) Given the product [O:61]=[C:51]1[C:59]2[C:54](=[CH:55][CH:56]=[CH:57][CH:58]=2)[C:53](=[O:60])[N:52]1[CH2:2][C@@H:3]1[C@H:8]([CH3:9])[CH2:7][CH2:6][CH2:5][N:4]1[C:10]([O:12][CH2:13][C:14]1[CH:19]=[CH:18][CH:17]=[CH:16][CH:15]=1)=[O:11], predict the reactants needed to synthesize it. The reactants are: O[CH2:2][C@@H:3]1[C@H:8]([CH3:9])[CH2:7][CH2:6][CH2:5][N:4]1[C:10]([O:12][CH2:13][C:14]1[CH:19]=[CH:18][CH:17]=[CH:16][CH:15]=1)=[O:11].P(CCCC)(CCCC)CCCC.N(C(N1CCCCC1)=O)=NC(N1CCCCC1)=O.[C:51]1(=[O:61])[C:59]2[C:54](=[CH:55][CH:56]=[CH:57][CH:58]=2)[C:53](=[O:60])[NH:52]1. (6) The reactants are: [CH3:1][O:2][C:3]1[CH:4]=[C:5]2[C:10](=[CH:11][CH:12]=1)[NH:9][CH2:8][CH2:7][CH2:6]2.[CH:13]([O:16][C:17]1[CH:25]=[CH:24][C:23]([S:26]([CH3:29])(=[O:28])=[O:27])=[CH:22][C:18]=1[C:19](O)=[O:20])([CH3:15])[CH3:14]. Given the product [CH:13]([O:16][C:17]1[CH:25]=[CH:24][C:23]([S:26]([CH3:29])(=[O:28])=[O:27])=[CH:22][C:18]=1[C:19]([N:9]1[C:10]2[C:5](=[CH:4][C:3]([O:2][CH3:1])=[CH:12][CH:11]=2)[CH2:6][CH2:7][CH2:8]1)=[O:20])([CH3:15])[CH3:14], predict the reactants needed to synthesize it.